Dataset: Peptide-MHC class II binding affinity with 134,281 pairs from IEDB. Task: Regression. Given a peptide amino acid sequence and an MHC pseudo amino acid sequence, predict their binding affinity value. This is MHC class II binding data. (1) The peptide sequence is APYMVGDVITSGDIT. The MHC is DRB1_1101 with pseudo-sequence DRB1_1101. The binding affinity (normalized) is 0.582. (2) The MHC is DRB1_1302 with pseudo-sequence DRB1_1302. The binding affinity (normalized) is 0.184. The peptide sequence is EAKYDAYVATVSEAL. (3) The peptide sequence is FLAVAVVLGLATSPT. The MHC is HLA-DPA10201-DPB11401 with pseudo-sequence HLA-DPA10201-DPB11401. The binding affinity (normalized) is 0.527. (4) The peptide sequence is LQGLRYFIMAYVNQA. The MHC is DRB1_0301 with pseudo-sequence DRB1_0301. The binding affinity (normalized) is 0.392. (5) The peptide sequence is QDKLCGSLIGMTNRA. The binding affinity (normalized) is 0.381. The MHC is HLA-DQA10303-DQB10402 with pseudo-sequence HLA-DQA10303-DQB10402. (6) The MHC is DRB1_0405 with pseudo-sequence DRB1_0405. The peptide sequence is ASVIPPARLFKAFVL. The binding affinity (normalized) is 0.582.